Dataset: Forward reaction prediction with 1.9M reactions from USPTO patents (1976-2016). Task: Predict the product of the given reaction. (1) Given the reactants [CH3:1][N:2]1[C:6]([OH:7])=[C:5]([CH3:8])[C:4]([C:9]([F:12])([F:11])[F:10])=[N:3]1.[OH-].[K+].Cl[CH:16]([F:18])[F:17].O, predict the reaction product. The product is: [F:17][CH:16]([F:18])[O:7][C:6]1[N:2]([CH3:1])[N:3]=[C:4]([C:9]([F:11])([F:10])[F:12])[C:5]=1[CH3:8]. (2) Given the reactants [C:1]([C:4]1[CH:9]=[CH:8][CH:7]=[C:6]([C:10](=O)[CH3:11])[N:5]=1)(=[O:3])[CH3:2].[Cl:13][C:14]1[CH:20]=[C:19]([CH3:21])[CH:18]=[C:17]([CH3:22])[C:15]=1[NH2:16].O, predict the reaction product. The product is: [Cl:13][C:14]1[CH:20]=[C:19]([CH3:21])[CH:18]=[C:17]([CH3:22])[C:15]=1[N:16]=[C:10]([C:6]1[N:5]=[C:4]([C:1](=[O:3])[CH3:2])[CH:9]=[CH:8][CH:7]=1)[CH3:11].